Dataset: Full USPTO retrosynthesis dataset with 1.9M reactions from patents (1976-2016). Task: Predict the reactants needed to synthesize the given product. (1) Given the product [NH2:45][C:9]1[CH:8]=[CH:7][CH:6]=[C:5]2[C:10]=1[C:2]([CH3:1])=[N:3][N:4]2[C:19]([O:21][C:22]([CH3:25])([CH3:24])[CH3:23])=[O:20], predict the reactants needed to synthesize it. The reactants are: [CH3:1][C:2]1[C:10]2[C:5](=[CH:6][CH:7]=[CH:8][C:9]=2OS(C(F)(F)F)(=O)=O)[N:4]([C:19]([O:21][C:22]([CH3:25])([CH3:24])[CH3:23])=[O:20])[N:3]=1.C(=O)([O-])[O-].[Cs+].[Cs+].C(=[NH:45])(C1C=CC=CC=1)C1C=CC=CC=1.C([O-])=O.[NH4+]. (2) Given the product [NH4+:3].[OH-:7].[NH2:3][C:4]1[CH:12]=[CH:11][C:10]([O:13][CH2:14][CH2:15][CH2:16][N:17]2[CH2:22][CH2:21][CH2:20][CH2:19][CH2:18]2)=[CH:9][C:5]=1[C:6]([NH:23][CH2:24][C:25](=[O:26])[NH:27][CH:28]([CH3:30])[CH3:29])=[O:8], predict the reactants needed to synthesize it. The reactants are: Cl.Cl.[NH2:3][C:4]1[CH:12]=[CH:11][C:10]([O:13][CH2:14][CH2:15][CH2:16][N:17]2[CH2:22][CH2:21][CH2:20][CH2:19][CH2:18]2)=[CH:9][C:5]=1[C:6]([OH:8])=[O:7].[NH2:23][CH2:24][C:25]([NH:27][CH:28]([CH3:30])[CH3:29])=[O:26].C(N(CC)CC)C.C(Cl)CCl.C1C=CC2N(O)N=NC=2C=1. (3) Given the product [C:1]1([C:7]2[CH:8]=[CH:9][C:10]([C:19](=[O:21])[CH3:24])=[N:11][C:12]=2[C:13]2[CH:18]=[CH:17][CH:16]=[CH:15][CH:14]=2)[CH:2]=[CH:3][CH:4]=[CH:5][CH:6]=1, predict the reactants needed to synthesize it. The reactants are: [C:1]1([C:7]2[CH:8]=[CH:9][C:10]([C:19]([O:21]CC)=O)=[N:11][C:12]=2[C:13]2[CH:18]=[CH:17][CH:16]=[CH:15][CH:14]=2)[CH:6]=[CH:5][CH:4]=[CH:3][CH:2]=1.[CH3:24]NCCNC.C[Al](C)C. (4) Given the product [Br:38][C:13]1[C:3]2[C:4]([NH:16][C:17]3[CH:22]=[CH:21][C:20]([N:23]4[CH2:24][CH2:25][NH:26][CH2:27][CH2:28]4)=[CH:19][C:18]=3[O:36][CH3:37])=[N:5][C:6]([S:14][CH3:15])=[N:7][C:8]=2[CH:9]=[CH:10][N:11]=1.[BrH:38], predict the reactants needed to synthesize it. The reactants are: C([C:3]1[C:4]([NH:16][C:17]2[CH:22]=[CH:21][C:20]([N:23]3[CH2:28][CH2:27][N:26](C(OC(C)(C)C)=O)[CH2:25][CH2:24]3)=[CH:19][C:18]=2[O:36][CH3:37])=[N:5][C:6]([S:14][CH3:15])=[N:7][C:8]=1/[CH:9]=[CH:10]/[N:11]([CH3:13])C)#N.[BrH:38].